Dataset: Catalyst prediction with 721,799 reactions and 888 catalyst types from USPTO. Task: Predict which catalyst facilitates the given reaction. (1) Reactant: CS(O)(=O)=O.[NH2:6][CH2:7][C:8]1[CH:9]=[C:10]2[C:14](=[CH:15][CH:16]=1)[C:13](=[O:17])[N:12]([CH:18]1[CH2:23][CH2:22][C:21](=[O:24])[NH:20][C:19]1=[O:25])[CH2:11]2.[C:26]1([N:36]=[C:37]=[O:38])[C:35]2[C:30](=[CH:31][CH:32]=[CH:33][CH:34]=2)[CH:29]=[CH:28][CH:27]=1.Cl. Product: [O:25]=[C:19]1[CH:18]([N:12]2[CH2:11][C:10]3[C:14](=[CH:15][CH:16]=[C:8]([CH2:7][NH:6][C:37]([NH:36][C:26]4[C:35]5[C:30](=[CH:31][CH:32]=[CH:33][CH:34]=5)[CH:29]=[CH:28][CH:27]=4)=[O:38])[CH:9]=3)[C:13]2=[O:17])[CH2:23][CH2:22][C:21](=[O:24])[NH:20]1. The catalyst class is: 10. (2) Reactant: [CH3:1][O:2][C:3]1[CH:4]=[C:5]([CH:14]=[CH:15][C:16]=1[O:17][CH3:18])[CH2:6][NH:7][CH2:8][CH:9](OC)OC.CON=[CH:22][C:23]1[CH:31]=[CH:30][C:26]2[O:27][CH2:28][O:29][C:25]=2[C:24]=1[CH2:32][N:33]1[CH2:38][CH2:37][N:36]([CH3:39])[CH2:35][CH2:34]1.[NH4+].[OH-]. Product: [CH3:18][O:17][C:16]1[CH:15]=[C:14]2[C:5](=[CH:4][C:3]=1[O:2][CH3:1])[CH:6]=[N:7][C:8]1[C:31]3[CH:30]=[C:26]4[O:27][CH2:28][O:29][C:25]4=[C:24]([CH2:32][N:33]4[CH2:34][CH2:35][N:36]([CH3:39])[CH2:37][CH2:38]4)[C:23]=3[CH2:22][C:9]2=1. The catalyst class is: 33.